This data is from CYP2C9 inhibition data for predicting drug metabolism from PubChem BioAssay. The task is: Regression/Classification. Given a drug SMILES string, predict its absorption, distribution, metabolism, or excretion properties. Task type varies by dataset: regression for continuous measurements (e.g., permeability, clearance, half-life) or binary classification for categorical outcomes (e.g., BBB penetration, CYP inhibition). Dataset: cyp2c9_veith. (1) The drug is Cc1ccc(CSc2nc3ccccc3cc2C=O)cc1. The result is 1 (inhibitor). (2) The molecule is O=C(O)c1ccccc1OP(=O)(O)O. The result is 0 (non-inhibitor). (3) The compound is Cc1ccc2[nH]c3nc(CCCn4ccnc4-c4ccccc4)nnc3c2c1. The result is 0 (non-inhibitor). (4) The drug is COC(=O)N1CCC2(CC1)CCN(c1ccccn1)CC2. The result is 0 (non-inhibitor). (5) The compound is C(/C=C\c1ccccc1)=Nc1ccc2c(c1)Cc1ccccc1-2. The result is 0 (non-inhibitor). (6) The result is 0 (non-inhibitor). The molecule is COC1=CC(=O)O[C@@H](/C=C\c2ccccc2)C1. (7) The compound is COC(=O)[C@H](N)CCCN=C(N)N[N+](=O)[O-]. The result is 0 (non-inhibitor).